This data is from Peptide-MHC class II binding affinity with 134,281 pairs from IEDB. The task is: Regression. Given a peptide amino acid sequence and an MHC pseudo amino acid sequence, predict their binding affinity value. This is MHC class II binding data. (1) The peptide sequence is MTEQQWNFAGIEA. The MHC is H-2-IAb with pseudo-sequence H-2-IAb. The binding affinity (normalized) is 0.378. (2) The peptide sequence is LAVFQPSSGNYVHCF. The MHC is DRB1_0405 with pseudo-sequence DRB1_0405. The binding affinity (normalized) is 0.569. (3) The peptide sequence is EKKYFAATQFEPSAA. The MHC is HLA-DPA10201-DPB11401 with pseudo-sequence HLA-DPA10201-DPB11401. The binding affinity (normalized) is 0.351. (4) The peptide sequence is GVLVATNFFGINTIP. The MHC is DRB1_0301 with pseudo-sequence DRB1_0301. The binding affinity (normalized) is 0. (5) The MHC is DRB1_0401 with pseudo-sequence DRB1_0401. The binding affinity (normalized) is 0.712. The peptide sequence is AFILDGDNLFPIV. (6) The peptide sequence is TVWAQSADFPQFKPE. The MHC is HLA-DPA10103-DPB10301 with pseudo-sequence HLA-DPA10103-DPB10301. The binding affinity (normalized) is 0.0121. (7) The peptide sequence is SDFYALISERFINYA. The MHC is DRB1_1501 with pseudo-sequence DRB1_1501. The binding affinity (normalized) is 0.581. (8) The binding affinity (normalized) is 0.309. The MHC is HLA-DQA10102-DQB10502 with pseudo-sequence HLA-DQA10102-DQB10502. The peptide sequence is EKKYFAATQFEPLAA. (9) The peptide sequence is DGCWYPMEIRPRKTHHHHHHH. The MHC is DRB3_0202 with pseudo-sequence DRB3_0202. The binding affinity (normalized) is 0.295.